Regression. Given a peptide amino acid sequence and an MHC pseudo amino acid sequence, predict their binding affinity value. This is MHC class I binding data. From a dataset of Peptide-MHC class I binding affinity with 185,985 pairs from IEDB/IMGT. (1) The peptide sequence is GLKRGGVLL. The MHC is HLA-A31:01 with pseudo-sequence HLA-A31:01. The binding affinity (normalized) is 0.0847. (2) The binding affinity (normalized) is 0.927. The peptide sequence is ILLKATLLAV. The MHC is HLA-A02:03 with pseudo-sequence HLA-A02:03. (3) The MHC is Mamu-B01 with pseudo-sequence Mamu-B01. The peptide sequence is PDCKLVLKGL. The binding affinity (normalized) is 0. (4) The peptide sequence is NIEKYFTFLV. The MHC is HLA-A02:01 with pseudo-sequence HLA-A02:01. The binding affinity (normalized) is 0.327. (5) The peptide sequence is RYPKTFGWLW. The binding affinity (normalized) is 0. The MHC is Mamu-A01 with pseudo-sequence Mamu-A01.